This data is from Forward reaction prediction with 1.9M reactions from USPTO patents (1976-2016). The task is: Predict the product of the given reaction. (1) Given the reactants Cl.CN(C)CCCN=C=NCC.[CH3:13][O:14][C:15]1[CH:23]=[CH:22][C:18]([C:19]([OH:21])=[O:20])=[CH:17][CH:16]=1.[Br:24][CH2:25][CH2:26][CH2:27]O, predict the reaction product. The product is: [CH3:13][O:14][C:15]1[CH:23]=[CH:22][C:18]([C:19]([O:21][CH2:27][CH2:26][CH2:25][Br:24])=[O:20])=[CH:17][CH:16]=1. (2) Given the reactants CC1C=CC(S(O[CH2:12][CH:13]([C:17]([OH:20])([CH3:19])[CH3:18])[C:14]([CH3:16])=[CH2:15])(=O)=O)=CC=1.[Br:21][C:22]1[C:27]([CH3:28])=[CH:26][C:25]([OH:29])=[CH:24][C:23]=1[CH3:30].C([O-])([O-])=O.[Cs+].[Cs+], predict the reaction product. The product is: [Br:21][C:22]1[C:27]([CH3:28])=[CH:26][C:25]([O:29][CH2:12][CH:13]([C:14]([CH3:16])=[CH2:15])[C:17]([CH3:19])([OH:20])[CH3:18])=[CH:24][C:23]=1[CH3:30]. (3) Given the reactants F[P-](F)(F)(F)(F)F.N1(OC(N(C)C)=[N+](C)C)C2N=CC=CC=2N=N1.Cl.[O:26]1[C:31]2([CH2:36][CH2:35][N:34]([C:37]([O:39][C:40]([CH3:43])([CH3:42])[CH3:41])=[O:38])[CH2:33][CH2:32]2)[CH2:30][NH:29][CH2:28][CH2:27]1.[CH3:44][C:45]1[S:49][CH:48]=[C:47]([C:50](O)=[O:51])[CH:46]=1.C(N(CC)CC)C, predict the reaction product. The product is: [CH3:44][C:45]1[S:49][CH:48]=[C:47]([C:50]([N:29]2[CH2:30][C:31]3([CH2:36][CH2:35][N:34]([C:37]([O:39][C:40]([CH3:43])([CH3:42])[CH3:41])=[O:38])[CH2:33][CH2:32]3)[O:26][CH2:27][CH2:28]2)=[O:51])[CH:46]=1. (4) Given the reactants [H-].[Na+].[CH2:3]([OH:7])[C:4]#[C:5][CH3:6].Cl[C:9]1[CH:14]=[C:13]([CH:15]([CH3:22])[C:16]2[CH:21]=[CH:20][CH:19]=[CH:18][CH:17]=2)[N:12]=[CH:11][N:10]=1.[Cl-].[NH4+], predict the reaction product. The product is: [CH2:3]([O:7][C:9]1[CH:14]=[C:13]([CH:15]([CH3:22])[C:16]2[CH:17]=[CH:18][CH:19]=[CH:20][CH:21]=2)[N:12]=[CH:11][N:10]=1)[C:4]#[C:5][CH3:6].